This data is from Full USPTO retrosynthesis dataset with 1.9M reactions from patents (1976-2016). The task is: Predict the reactants needed to synthesize the given product. The reactants are: C(N1CCN(C2N=C(Br)C=C3C=CSC=23)CC1)C.[CH2:19]([N:21]1[CH2:26][CH2:25][N:24]([C:27]2[N:28]=[C:29]([C:36]3[CH:41]=[CH:40][C:39]([S:42]([CH3:45])(=[O:44])=[O:43])=[CH:38][CH:37]=3)[CH:30]=[C:31]3[CH:35]=[CH:34][S:33][C:32]=23)[CH2:23][CH2:22]1)[CH3:20].[ClH:46]. Given the product [ClH:46].[ClH:46].[CH2:19]([N:21]1[CH2:26][CH2:25][N:24]([C:27]2[N:28]=[C:29]([C:36]3[CH:37]=[CH:38][C:39]([S:42]([CH3:45])(=[O:44])=[O:43])=[CH:40][CH:41]=3)[CH:30]=[C:31]3[CH:35]=[CH:34][S:33][C:32]=23)[CH2:23][CH2:22]1)[CH3:20], predict the reactants needed to synthesize it.